From a dataset of Forward reaction prediction with 1.9M reactions from USPTO patents (1976-2016). Predict the product of the given reaction. (1) Given the reactants [OH:1][CH2:2][CH:3]1[CH:8]([CH2:9][OH:10])[C@H:7]2[N:11]([C:12]([O:14][CH2:15][C:16]3[CH:21]=[CH:20][CH:19]=[CH:18][CH:17]=3)=[O:13])[C@@H:4]1[CH2:5][CH2:6]2.CCN(CC)CC.[CH3:29][S:30](Cl)(=[O:32])=[O:31], predict the reaction product. The product is: [CH3:29][S:30]([O:10][CH2:9][CH:8]1[CH:3]([CH2:2][O:1][S:30]([CH3:29])(=[O:32])=[O:31])[C@H:4]2[N:11]([C:12]([O:14][CH2:15][C:16]3[CH:17]=[CH:18][CH:19]=[CH:20][CH:21]=3)=[O:13])[C@@H:7]1[CH2:6][CH2:5]2)(=[O:32])=[O:31]. (2) Given the reactants Br[C:2]1[C:7]([NH2:8])=[CH:6][CH:5]=[C:4]([Cl:9])[N:3]=1.[CH3:10][O:11][C:12]1[CH:17]=[CH:16][CH:15]=[C:14]([O:18][CH3:19])[C:13]=1B(O)O.C([O-])([O-])=O.[Na+].[Na+].COCCOC, predict the reaction product. The product is: [Cl:9][C:4]1[N:3]=[C:2]([C:13]2[C:12]([O:11][CH3:10])=[CH:17][CH:16]=[CH:15][C:14]=2[O:18][CH3:19])[C:7]([NH2:8])=[CH:6][CH:5]=1.